Dataset: Catalyst prediction with 721,799 reactions and 888 catalyst types from USPTO. Task: Predict which catalyst facilitates the given reaction. (1) Reactant: [NH2:1][C@H:2]1[CH2:6][N:5]([C:7]([O:9][C:10]([CH3:13])([CH3:12])[CH3:11])=[O:8])[C@@H:4]([CH2:14][N:15]2[C:23](=[O:24])[C:22]3[C:17](=[CH:18][CH:19]=[CH:20][CH:21]=3)[C:16]2=[O:25])[CH2:3]1.[CH3:26][O:27][C:28]1[CH:33]=[CH:32][C:31]([O:34][CH3:35])=[CH:30][C:29]=1[S:36](Cl)(=[O:38])=[O:37]. Product: [CH3:26][O:27][C:28]1[CH:33]=[CH:32][C:31]([O:34][CH3:35])=[CH:30][C:29]=1[S:36]([NH:1][C@H:2]1[CH2:6][N:5]([C:7]([O:9][C:10]([CH3:12])([CH3:13])[CH3:11])=[O:8])[C@@H:4]([CH2:14][N:15]2[C:23](=[O:24])[C:22]3[C:17](=[CH:18][CH:19]=[CH:20][CH:21]=3)[C:16]2=[O:25])[CH2:3]1)(=[O:37])=[O:38]. The catalyst class is: 2. (2) Product: [CH3:1][O:2][C:3]1[CH:4]=[C:5]2[C:10](=[CH:11][C:12]=1[O:13][CH3:14])[N:9]=[CH:8][CH:7]=[C:6]2[O:15][C:16]1[CH:17]=[C:18]2[C:23](=[CH:24][CH:25]=1)[C:22]([NH:26][C:35]([NH:34][C:29]1[CH:30]=[CH:31][CH:32]=[CH:33][C:28]=1[F:27])=[O:36])=[CH:21][CH:20]=[CH:19]2. Reactant: [CH3:1][O:2][C:3]1[CH:4]=[C:5]2[C:10](=[CH:11][C:12]=1[O:13][CH3:14])[N:9]=[CH:8][CH:7]=[C:6]2[O:15][C:16]1[CH:17]=[C:18]2[C:23](=[CH:24][CH:25]=1)[C:22]([NH2:26])=[CH:21][CH:20]=[CH:19]2.[F:27][C:28]1[CH:33]=[CH:32][CH:31]=[CH:30][C:29]=1[N:34]=[C:35]=[O:36]. The catalyst class is: 1. (3) The catalyst class is: 8. Product: [OH:29][CH:28]=[C:10]1[C:9]2[C:4](=[CH:5][C:6]([CH2:11][C:12]3[CH:13]=[C:14]([NH:18][C:19]([C:21]4[N:22]([CH3:27])[N:23]=[C:24]([CH3:26])[CH:25]=4)=[O:20])[CH:15]=[CH:16][CH:17]=3)=[CH:7][CH:8]=2)[NH:3][C:2]1=[O:1]. Reactant: [O:1]=[C:2]1[CH2:10][C:9]2[C:4](=[CH:5][C:6]([CH2:11][C:12]3[CH:13]=[C:14]([NH:18][C:19]([C:21]4[N:22]([CH3:27])[N:23]=[C:24]([CH3:26])[CH:25]=4)=[O:20])[CH:15]=[CH:16][CH:17]=3)=[CH:7][CH:8]=2)[NH:3]1.[CH:28](OCC)=[O:29].[O-]CC.[Na+].Cl. (4) Reactant: [F:1][C:2]([F:31])([F:30])[C:3]1[CH:4]=[C:5]([C@H:13]2[O:17][C:16](=[O:18])[N:15]([CH2:19][C:20]3[C:25](Br)=[CH:24][N:23]=[C:22]([S:27][CH3:28])[N:21]=3)[C@H:14]2[CH3:29])[CH:6]=[C:7]([C:9]([F:12])([F:11])[F:10])[CH:8]=1.[B:32]1(B2OC(C)(C)CC(C)O2)[O:37]C(C)(C)CC(C)[O:33]1.C1(P(C2CCCCC2)C2CCCCC2)CCCCC1.C([O-])(=O)C.[K+]. Product: [F:1][C:2]([F:31])([F:30])[C:3]1[CH:4]=[C:5]([C@H:13]2[O:17][C:16](=[O:18])[N:15]([CH2:19][C:20]3[C:25]([B:32]([OH:37])[OH:33])=[CH:24][N:23]=[C:22]([S:27][CH3:28])[N:21]=3)[C@H:14]2[CH3:29])[CH:6]=[C:7]([C:9]([F:12])([F:11])[F:10])[CH:8]=1. The catalyst class is: 1. (5) Reactant: C(S([N:7]1[C:11]2[CH:12]=[C:13]([C:16]3[N:17]=[C:18]([C:27]4[C:32]([F:33])=[CH:31][CH:30]=[CH:29][C:28]=4[F:34])[NH:19][C:20]=3[C:21]3[CH:26]=[CH:25][CH:24]=[CH:23][CH:22]=3)[CH:14]=[CH:15][C:10]=2[N:9]=[C:8]1[NH2:35])(=O)=O)(C)C.[OH-].[Na+].C(#N)C. Product: [NH2:35][C:8]1[NH:9][C:10]2[CH:15]=[CH:14][C:13]([C:16]3[N:17]=[C:18]([C:27]4[C:28]([F:34])=[CH:29][CH:30]=[CH:31][C:32]=4[F:33])[NH:19][C:20]=3[C:21]3[CH:22]=[CH:23][CH:24]=[CH:25][CH:26]=3)=[CH:12][C:11]=2[N:7]=1. The catalyst class is: 69. (6) Reactant: [CH:1]([C@@H:4]1[NH:23][C:22](=[O:24])[C@H:21]([NH:25]C(=O)OCC2C3C=CC=CC=3C3C2=CC=CC=3)[CH2:20][C:19]2=[CH:43][CH:44]=[C:16]([CH:17]=[CH:18]2)[O:15][CH2:14][CH:13]=[CH:12][CH2:11][CH2:10][CH2:9][CH2:8][CH2:7][O:6][CH2:5]1)([CH3:3])[CH3:2].N1CCCCC1. Product: [NH2:25][C@@H:21]1[CH2:20][C:19]2=[CH:18][CH:17]=[C:16]([CH:44]=[CH:43]2)[O:15][CH2:14][CH2:13][CH2:12][CH2:11][CH2:10][CH2:9][CH2:8][CH2:7][O:6][CH2:5][C@H:4]([CH:1]([CH3:2])[CH3:3])[NH:23][C:22]1=[O:24]. The catalyst class is: 19. (7) Reactant: [CH2:1]([N:4]([CH2:26][CH:27]=[CH2:28])[C:5](=[O:25])[C:6]1[C:20]([I:21])=[C:19]([NH2:22])[C:18]([I:23])=[C:8]([C:9]([N:11]([CH2:15][CH:16]=[CH2:17])[CH2:12][CH:13]=[CH2:14])=[O:10])[C:7]=1[I:24])[CH:2]=[CH2:3].[C:29](Cl)(Cl)=[O:30].C1(C)C=CC=CC=1. Product: [CH2:1]([N:4]([CH2:26][CH:27]=[CH2:28])[C:5](=[O:25])[C:6]1[C:20]([I:21])=[C:19]([N:22]=[C:29]=[O:30])[C:18]([I:23])=[C:8]([C:9]([N:11]([CH2:15][CH:16]=[CH2:17])[CH2:12][CH:13]=[CH2:14])=[O:10])[C:7]=1[I:24])[CH:2]=[CH2:3]. The catalyst class is: 12. (8) Reactant: [CH3:1][O:2][C:3](=[O:30])[NH:4][C@H:5]([C:9]([N:11]1[CH2:16][C@@H:15]([CH3:17])[CH2:14][CH2:13][C@H:12]1[C:18]1[NH:19][C:20]([C:23]2[CH:28]=[CH:27][C:26](Br)=[CH:25][CH:24]=2)=[CH:21][N:22]=1)=[O:10])[CH:6]([CH3:8])[CH3:7].[B:31]1([B:31]2[O:35][C:34]([CH3:37])([CH3:36])[C:33]([CH3:39])([CH3:38])[O:32]2)[O:35][C:34]([CH3:37])([CH3:36])[C:33]([CH3:39])([CH3:38])[O:32]1.C([O-])(=O)C.[K+]. Product: [CH3:1][O:2][C:3](=[O:30])[NH:4][C@H:5]([C:9]([N:11]1[CH2:16][C@@H:15]([CH3:17])[CH2:14][CH2:13][C@H:12]1[C:18]1[NH:19][C:20]([C:23]2[CH:28]=[CH:27][C:26]([B:31]3[O:35][C:34]([CH3:37])([CH3:36])[C:33]([CH3:39])([CH3:38])[O:32]3)=[CH:25][CH:24]=2)=[CH:21][N:22]=1)=[O:10])[CH:6]([CH3:8])[CH3:7]. The catalyst class is: 75. (9) Reactant: [Cl:1][C:2]1[C:3]2[CH:10]=[CH:9][NH:8][C:4]=2[N:5]=[CH:6][N:7]=1.[Br:11]N1C(=O)CCC1=O.O. Product: [Br:11][C:10]1[C:3]2[C:2]([Cl:1])=[N:7][CH:6]=[N:5][C:4]=2[NH:8][CH:9]=1. The catalyst class is: 9.